Dataset: Reaction yield outcomes from USPTO patents with 853,638 reactions. Task: Predict the reaction yield, written as a fraction of the theoretical maximum amount of product (1.0 means a 100% yield; for example, 0.34 means a 34% yield). (1) The reactants are [CH3:1][N:2]([C:9]1[CH:14]=[C:13]([N+:15]([O-])=O)[C:12]([O:18][CH3:19])=[CH:11][C:10]=1[CH3:20])[C:3](=[O:8])[CH2:4][N:5]([CH3:7])[CH3:6]. The catalyst is [Pd].CO. The product is [NH2:15][C:13]1[C:12]([O:18][CH3:19])=[CH:11][C:10]([CH3:20])=[C:9]([N:2]([CH3:1])[C:3](=[O:8])[CH2:4][N:5]([CH3:7])[CH3:6])[CH:14]=1. The yield is 0.850. (2) The reactants are C(SCC)C.[Al+3].[Cl-].[Cl-].[Cl-].C[O:11][C:12]1[C:13]([CH3:33])=[CH:14][C:15]2[CH2:21][CH:20]([CH2:22][C:23]([O:25][CH2:26][CH3:27])=[O:24])[C:19]3[CH:28]=[CH:29][CH:30]=[CH:31][C:18]=3[CH2:17][C:16]=2[CH:32]=1. The catalyst is C(Cl)Cl. The product is [OH:11][C:12]1[C:13]([CH3:33])=[CH:14][C:15]2[CH2:21][CH:20]([CH2:22][C:23]([O:25][CH2:26][CH3:27])=[O:24])[C:19]3[CH:28]=[CH:29][CH:30]=[CH:31][C:18]=3[CH2:17][C:16]=2[CH:32]=1. The yield is 0.560. (3) The reactants are Cl[C:2]1[CH:7]=[C:6]([C:8]2[N:12]([CH3:13])[C:11]3[CH:14]=[CH:15][CH:16]=[CH:17][C:10]=3[N:9]=2)[C:5]([Cl:18])=[CH:4][N:3]=1.[NH:19]1[CH2:24][CH2:23][NH:22][CH2:21][CH2:20]1.[F-].[Cs+]. The catalyst is CS(C)=O.O. The product is [Cl:18][C:5]1[C:6]([C:8]2[N:12]([CH3:13])[C:11]3[CH:14]=[CH:15][CH:16]=[CH:17][C:10]=3[N:9]=2)=[CH:7][C:2]([N:19]2[CH2:24][CH2:23][NH:22][CH2:21][CH2:20]2)=[N:3][CH:4]=1. The yield is 1.00. (4) The reactants are CC1(C)C(C)(C)OB([C:9]2[CH:18]=[C:17]3[C:12]([CH2:13][CH2:14][NH:15][C:16]3=[O:19])=[CH:11][CH:10]=2)O1.Br[C:22]1[S:23][CH:24]=[CH:25][CH:26]=1. No catalyst specified. The product is [S:23]1[CH:24]=[CH:25][CH:26]=[C:22]1[C:9]1[CH:18]=[C:17]2[C:12]([CH2:13][CH2:14][NH:15][C:16]2=[O:19])=[CH:11][CH:10]=1. The yield is 0.740.